From a dataset of Reaction yield outcomes from USPTO patents with 853,638 reactions. Predict the reaction yield, written as a fraction of the theoretical maximum amount of product (1.0 means a 100% yield; for example, 0.34 means a 34% yield). (1) The reactants are [C:1]1([C:7]2[C:14]3[S:13][C:12]([NH2:15])=[N:11][C:10]=3[NH:9][N:8]=2)[CH:6]=[CH:5][CH:4]=[CH:3][CH:2]=1.[CH3:16][O:17][CH2:18][CH2:19][O:20][CH2:21][C:22](Cl)=[O:23].C(O)C(N)(CO)CO. The catalyst is CN(C1C=CN=CC=1)C.C1COCC1. The product is [CH3:16][O:17][CH2:18][CH2:19][O:20][CH2:21][C:22]([NH:15][C:12]1[S:13][C:14]2[C:7]([C:1]3[CH:2]=[CH:3][CH:4]=[CH:5][CH:6]=3)=[N:8][NH:9][C:10]=2[N:11]=1)=[O:23]. The yield is 0.650. (2) The reactants are [OH:1][N:2]=[C:3](Cl)[C:4]1[C:8]([NH:9][CH2:10][CH2:11][O:12][CH3:13])=[N:7][O:6][N:5]=1.[Br:15][C:16]1[CH:17]=[C:18]([CH:20]=[CH:21][C:22]=1[F:23])[NH2:19].C(=O)(O)[O-].[Na+]. The catalyst is O. The product is [Br:15][C:16]1[CH:17]=[C:18]([NH:19][C:3]([C:4]2[C:8]([NH:9][CH2:10][CH2:11][O:12][CH3:13])=[N:7][O:6][N:5]=2)=[N:2][OH:1])[CH:20]=[CH:21][C:22]=1[F:23]. The yield is 0.980. (3) The reactants are C(=O)([O-])[O-].[K+].[K+].Cl.Cl.Cl.Cl.[N:11]1([CH2:18][CH2:19][CH2:20][N:21]2[CH2:27][CH2:26][CH2:25][NH:24][CH2:23][CH2:22]2)[CH2:17][CH2:16][CH2:15][NH:14][CH2:13][CH2:12]1. The catalyst is O. The product is [N:11]1([CH2:18][CH2:19][CH2:20][N:21]2[CH2:27][CH2:26][CH2:25][NH:24][CH2:23][CH2:22]2)[CH2:17][CH2:16][CH2:15][NH:14][CH2:13][CH2:12]1. The yield is 0.960. (4) The catalyst is CC1C=CC(C)=CC=1.[Cl-].[NH4+].CC1C=CC=CC=1[P](C1C=CC=CC=1C)([Pd](Cl)(Cl)[P](C1=C(C)C=CC=C1)(C1C=CC=CC=1C)C1C=CC=CC=1C)C1C=CC=CC=1C. The product is [O:27]1[CH:28]=[CH:29][CH:30]=[C:26]1[C:2]1[C:10]2[O:9][C:8]([C:11]3[CH:16]=[CH:15][C:14]([O:17][CH3:18])=[CH:13][CH:12]=3)=[N:7][C:6]=2[CH:5]=[C:4]([O:19][CH3:20])[CH:3]=1. The reactants are Br[C:2]1[C:10]2[O:9][C:8]([C:11]3[CH:16]=[CH:15][C:14]([O:17][CH3:18])=[CH:13][CH:12]=3)=[N:7][C:6]=2[CH:5]=[C:4]([O:19][CH3:20])[CH:3]=1.C([Sn](CCCC)(CCCC)[C:26]1[O:27][CH:28]=[CH:29][CH:30]=1)CCC. The yield is 0.990. (5) No catalyst specified. The reactants are [C:1]([C:3]1[CH:8]=[CH:7][CH:6]=[CH:5][C:4]=1[C:9]1[CH:14]=[CH:13][C:12]([CH2:15][CH:16]([C:22](=O)[CH2:23][CH2:24][CH3:25])[C:17](OCC)=[O:18])=[CH:11][CH:10]=1)#[N:2].[CH3:27][O:28][CH2:29][C:30]1[NH:31][C:32]([NH:35][CH:36]([CH3:39])[CH2:37][CH3:38])=[N:33][N:34]=1. The product is [CH3:27][O:28][CH2:29][C:30]1[N:31]=[C:32]2[N:35]([CH:36]([CH3:39])[CH2:37][CH3:38])[C:17](=[O:18])[C:16]([CH2:15][C:12]3[CH:13]=[CH:14][C:9]([C:4]4[C:3]([C:1]#[N:2])=[CH:8][CH:7]=[CH:6][CH:5]=4)=[CH:10][CH:11]=3)=[C:22]([CH2:23][CH2:24][CH3:25])[N:33]2[N:34]=1. The yield is 0.410. (6) The product is [CH:27]1([C:2]2[CH:26]=[CH:25][C:5]([O:6][CH2:7][C:8]([NH:10][C@@H:11]([C:13]3[CH:18]=[CH:17][C:16]([O:19][CH2:20][C:21]([F:24])([F:23])[F:22])=[CH:15][N:14]=3)[CH3:12])=[O:9])=[CH:4][CH:3]=2)[CH2:29][CH2:28]1. The catalyst is O1CCOCC1.CO. The reactants are Br[C:2]1[CH:26]=[CH:25][C:5]([O:6][CH2:7][C:8]([NH:10][C@@H:11]([C:13]2[CH:18]=[CH:17][C:16]([O:19][CH2:20][C:21]([F:24])([F:23])[F:22])=[CH:15][N:14]=2)[CH3:12])=[O:9])=[CH:4][CH:3]=1.[CH:27]1(B(O)O)[CH2:29][CH2:28]1.P([O-])([O-])([O-])=O.[K+].[K+].[K+]. The yield is 0.0700. (7) The reactants are C(=O)([O-])[O-].[K+].[K+].[Br:7][C:8]1[CH:13]=[CH:12][CH:11]=[CH:10][C:9]=1B(O)O.Br[C:18]1[CH:23]=[CH:22][C:21]([C:24]([CH3:27])([CH3:26])[CH3:25])=[CH:20][CH:19]=1.N#N.C1(P(C2C=CC=CC=2)C2C=CC=CC=2)C=CC=CC=1. The catalyst is C([O-])(=O)C.[Pd+2].C([O-])(=O)C.COCCOC.O. The product is [Br:7][C:8]1[CH:13]=[CH:12][CH:11]=[CH:10][C:9]=1[C:18]1[CH:23]=[CH:22][C:21]([C:24]([CH3:27])([CH3:26])[CH3:25])=[CH:20][CH:19]=1. The yield is 0.540. (8) The catalyst is C1COCC1. The product is [I:8][C:5]1[CH:6]=[CH:7][C:2]([C:21]2([OH:24])[CH2:22][CH2:23][C:18]3([O:17][CH2:16][CH2:15][O:14]3)[CH2:19][CH2:20]2)=[CH:3][CH:4]=1. The yield is 0.666. The reactants are I[C:2]1[CH:7]=[CH:6][C:5]([I:8])=[CH:4][CH:3]=1.[Li]CCCC.[O:14]1[C:18]2([CH2:23][CH2:22][C:21](=[O:24])[CH2:20][CH2:19]2)[O:17][CH2:16][CH2:15]1.C[Si](Cl)(C)C. (9) The yield is 0.910. The product is [CH3:1][O:2][C:3]1[CH:8]=[C:7]([O:9][CH2:10][CH2:11][S:12][CH3:13])[CH:6]=[CH:5][C:4]=1[NH2:14]. The catalyst is CO.[Zn]. The reactants are [CH3:1][O:2][C:3]1[CH:8]=[C:7]([O:9][CH2:10][CH2:11][S:12][CH3:13])[CH:6]=[CH:5][C:4]=1[N+:14]([O-])=O.[NH4+].[Cl-]. (10) The reactants are C([O:8][NH:9][C:10](=[O:32])[CH2:11][CH2:12][CH2:13][CH2:14][CH2:15][CH2:16][CH2:17][O:18][C:19]1[C:31]2[C:30]3[C:25](=[CH:26][CH:27]=[CH:28][CH:29]=3)[NH:24][C:23]=2[CH:22]=[CH:21][CH:20]=1)C1C=CC=CC=1. The catalyst is [Pd]. The product is [OH:8][NH:9][C:10](=[O:32])[CH2:11][CH2:12][CH2:13][CH2:14][CH2:15][CH2:16][CH2:17][O:18][C:19]1[C:31]2[C:30]3[C:25](=[CH:26][CH:27]=[CH:28][CH:29]=3)[NH:24][C:23]=2[CH:22]=[CH:21][CH:20]=1. The yield is 0.460.